From a dataset of Forward reaction prediction with 1.9M reactions from USPTO patents (1976-2016). Predict the product of the given reaction. (1) Given the reactants [C:1]([NH:5][C:6]([C:8]1[C:16]2[C:11](=[N:12][CH:13]=[C:14]([N:17]3[C:25]4[C:20](=[CH:21][CH:22]=[C:23]([C:26]([F:29])([F:28])[F:27])[CH:24]=4)[CH:19]=[N:18]3)[N:15]=2)[N:10](COCC[Si](C)(C)C)[CH:9]=1)=[O:7])([CH3:4])([CH3:3])[CH3:2].FC(F)(F)C(O)=O, predict the reaction product. The product is: [C:1]([NH:5][C:6]([C:8]1[C:16]2[C:11](=[N:12][CH:13]=[C:14]([N:17]3[C:25]4[C:20](=[CH:21][CH:22]=[C:23]([C:26]([F:27])([F:29])[F:28])[CH:24]=4)[CH:19]=[N:18]3)[N:15]=2)[NH:10][CH:9]=1)=[O:7])([CH3:4])([CH3:2])[CH3:3]. (2) Given the reactants [O:1]=[C:2]1[CH2:6][O:5][CH2:4][CH:3]1[C:7]([O:9][CH2:10][CH3:11])=[O:8].CCN(C(C)C)C(C)C.[O:21](S(C(F)(F)F)(=O)=O)[S:22]([C:25]([F:28])([F:27])[F:26])(=O)=[O:23], predict the reaction product. The product is: [F:26][C:25]([F:28])([F:27])[S:22]([O:1][C:2]1[CH2:6][O:5][CH2:4][C:3]=1[C:7]([O:9][CH2:10][CH3:11])=[O:8])(=[O:23])=[O:21]. (3) Given the reactants C(N(C(C)C)C(C)C)C.[F:10][C:11]1[CH:16]=[CH:15][C:14]([C:17]2[O:21][N:20]=[CH:19][C:18]=2[C:22]([OH:24])=O)=[CH:13][CH:12]=1.[CH3:25][CH:26]1[NH:30][CH2:29][C:28]([C:32]2[CH:37]=[CH:36][CH:35]=[CH:34][CH:33]=2)([OH:31])[CH2:27]1.CN(C(ON1N=NC2C=CC=CC1=2)=[N+](C)C)C.[B-](F)(F)(F)F, predict the reaction product. The product is: [F:10][C:11]1[CH:12]=[CH:13][C:14]([C:17]2[O:21][N:20]=[CH:19][C:18]=2[C:22]([N:30]2[CH:26]([CH3:25])[CH2:27][C:28]([C:32]3[CH:37]=[CH:36][CH:35]=[CH:34][CH:33]=3)([OH:31])[CH2:29]2)=[O:24])=[CH:15][CH:16]=1.